From a dataset of Full USPTO retrosynthesis dataset with 1.9M reactions from patents (1976-2016). Predict the reactants needed to synthesize the given product. (1) Given the product [Cl:33][C:29]1[CH:28]=[CH:27][C:26]([C:23]2[CH2:22][C:21]([C:16]3[CH:17]=[C:18]([Cl:20])[CH:19]=[C:14]([Cl:13])[CH:15]=3)([C:34]([F:36])([F:35])[F:37])[O:25][N:24]=2)=[CH:32][C:30]=1[NH:31][C:5](=[O:4])[O:6][C:43]([CH3:49])([CH3:48])[CH3:44], predict the reactants needed to synthesize it. The reactants are: ClC(Cl)([O:4][C:5](=O)[O:6]C(Cl)(Cl)Cl)Cl.[Cl:13][C:14]1[CH:15]=[C:16]([C:21]2([C:34]([F:37])([F:36])[F:35])[O:25][N:24]=[C:23]([C:26]3[CH:27]=[CH:28][C:29]([Cl:33])=[C:30]([CH:32]=3)[NH2:31])[CH2:22]2)[CH:17]=[C:18]([Cl:20])[CH:19]=1.O1CCCC1.[C:43]1([CH3:49])[CH:48]=CC=C[CH:44]=1. (2) The reactants are: C([O-])(=O)C.[K+].Br[C:7]1[CH:22]=[CH:21][CH:20]=[CH:19][C:8]=1[NH:9][CH:10]([CH3:18])[CH2:11][C:12]1[O:16][N:15]=[C:14]([CH3:17])[CH:13]=1.CC(N(C)C)=O. Given the product [CH3:17][C:14]1[C:13]2[C:7]3[CH:22]=[CH:21][CH:20]=[CH:19][C:8]=3[NH:9][CH:10]([CH3:18])[CH2:11][C:12]=2[O:16][N:15]=1, predict the reactants needed to synthesize it. (3) Given the product [Cl:35][C:10]1[C:11]2[C:16](=[CH:15][C:14]([O:17][CH2:18][C:19]3[S:23][C:22]([C:24]4[CH:25]=[CH:26][C:27]([C:30]([F:33])([F:32])[F:31])=[CH:28][CH:29]=4)=[N:21][C:20]=3[CH3:34])=[CH:13][CH:12]=2)[N:8]([CH2:7][C:6]([OH:36])=[O:5])[CH:9]=1, predict the reactants needed to synthesize it. The reactants are: C([O:5][C:6](=[O:36])[CH2:7][N:8]1[C:16]2[C:11](=[CH:12][CH:13]=[C:14]([O:17][CH2:18][C:19]3[S:23][C:22]([C:24]4[CH:29]=[CH:28][C:27]([C:30]([F:33])([F:32])[F:31])=[CH:26][CH:25]=4)=[N:21][C:20]=3[CH3:34])[CH:15]=2)[C:10]([Cl:35])=[CH:9]1)(C)(C)C.[Li+].[OH-].